Dataset: Forward reaction prediction with 1.9M reactions from USPTO patents (1976-2016). Task: Predict the product of the given reaction. (1) Given the reactants [OH:1][C:2]1[CH:3]=[C:4]([CH:8]=[CH:9][C:10]=1[CH3:11])[C:5]([OH:7])=[O:6].C(=O)([O-])[O-].[K+].[K+].[CH2:18](Br)[C:19]1[CH:24]=[CH:23][CH:22]=[CH:21][CH:20]=1.O, predict the reaction product. The product is: [CH2:18]([O:1][C:2]1[CH:3]=[C:4]([CH:8]=[CH:9][C:10]=1[CH3:11])[C:5]([O:7][CH2:5][C:4]1[CH:8]=[CH:9][CH:10]=[CH:2][CH:3]=1)=[O:6])[C:19]1[CH:24]=[CH:23][CH:22]=[CH:21][CH:20]=1. (2) Given the reactants [Cl:1][C@H:2]1[C@H:6]([CH2:7]/[CH:8]=[CH:9]\[CH2:10][CH2:11][CH2:12][C:13]([O:15][CH2:16][CH:17]=[CH2:18])=[O:14])[C@@H:5]([CH2:19][OH:20])[C@H:4]([O:21][CH:22]2[CH2:27][CH2:26][CH2:25][CH2:24][O:23]2)[CH2:3]1.C1C=C[NH+]=CC=1.[O-][Cr](Cl)(=O)=O.C([O-])(=O)C.[Na+], predict the reaction product. The product is: [Cl:1][C@H:2]1[C@H:6]([CH2:7]/[CH:8]=[CH:9]\[CH2:10][CH2:11][CH2:12][C:13]([O:15][CH2:16][CH:17]=[CH2:18])=[O:14])[C@@H:5]([CH:19]=[O:20])[C@H:4]([O:21][CH:22]2[CH2:27][CH2:26][CH2:25][CH2:24][O:23]2)[CH2:3]1.